Predict the product of the given reaction. From a dataset of Forward reaction prediction with 1.9M reactions from USPTO patents (1976-2016). (1) Given the reactants [F:1][C:2]1[CH:3]=[CH:4][CH:5]=[C:6]2[C:10]=1[N:9](C(OC(C)(C)C)=O)[N:8]=[C:7]2[O:18][CH3:19].Cl, predict the reaction product. The product is: [F:1][C:2]1[CH:3]=[CH:4][CH:5]=[C:6]2[C:10]=1[NH:9][N:8]=[C:7]2[O:18][CH3:19]. (2) Given the reactants [Br:1][CH:2]([C:6]1[CH:11]=[CH:10][CH:9]=[CH:8][CH:7]=1)[C:3]([OH:5])=O.[NH2:12][CH2:13][C:14]1[CH:21]=[CH:20][C:17]([C:18]#[N:19])=[CH:16][CH:15]=1, predict the reaction product. The product is: [Br:1][CH:2]([C:6]1[CH:11]=[CH:10][CH:9]=[CH:8][CH:7]=1)[C:3]([NH:19][CH2:18][C:17]1[CH:20]=[CH:21][C:14]([C:13]#[N:12])=[CH:15][CH:16]=1)=[O:5]. (3) Given the reactants [CH3:1][C:2]1[S:3][CH:4]=[C:5]([CH2:7][C:8]([OH:10])=O)[N:6]=1.[CH3:11][NH:12][C@H:13]1[CH2:32][N:17]2[C:18]3[C:23]([C:24]([CH2:25][C:26]([O:28]CCC)=[O:27])=[C:16]2[CH2:15][CH2:14]1)=[CH:22][CH:21]=[CH:20][CH:19]=3, predict the reaction product. The product is: [CH3:11][N:12]([C:8](=[O:10])[CH2:7][C:5]1[N:6]=[C:2]([CH3:1])[S:3][CH:4]=1)[C@H:13]1[CH2:32][N:17]2[C:18]3[C:23]([C:24]([CH2:25][C:26]([OH:28])=[O:27])=[C:16]2[CH2:15][CH2:14]1)=[CH:22][CH:21]=[CH:20][CH:19]=3. (4) Given the reactants [Si:1]([O:8][CH:9]([C:35]([CH3:38])([CH3:37])[CH3:36])[CH2:10][O:11][C:12]1[CH:17]=[CH:16][C:15]([C:18]([C:23]2[CH:32]=[CH:31][C:26]([C:27](OC)=[O:28])=[C:25]([CH3:33])[CH:24]=2)([CH2:21][CH3:22])[CH2:19][CH3:20])=[CH:14][C:13]=1[CH3:34])([C:4]([CH3:7])([CH3:6])[CH3:5])([CH3:3])[CH3:2].[H-].[H-].[H-].[H-].[Li+].[Al+3], predict the reaction product. The product is: [Si:1]([O:8][CH:9]([C:35]([CH3:36])([CH3:37])[CH3:38])[CH2:10][O:11][C:12]1[CH:17]=[CH:16][C:15]([C:18]([C:23]2[CH:32]=[CH:31][C:26]([CH2:27][OH:28])=[C:25]([CH3:33])[CH:24]=2)([CH2:19][CH3:20])[CH2:21][CH3:22])=[CH:14][C:13]=1[CH3:34])([C:4]([CH3:5])([CH3:7])[CH3:6])([CH3:2])[CH3:3].